From a dataset of Full USPTO retrosynthesis dataset with 1.9M reactions from patents (1976-2016). Predict the reactants needed to synthesize the given product. (1) Given the product [Cl:25][C:5]1[C:6]([CH:8]([S:17][C:18]2[CH:19]=[CH:20][C:21]([Cl:24])=[CH:22][CH:23]=2)[C:9]2[CH:14]=[C:13]([F:15])[CH:12]=[CH:11][C:10]=2[F:16])=[CH:7][C:2]([NH:26][CH2:27][CH2:28][OH:29])=[N:3][CH:4]=1, predict the reactants needed to synthesize it. The reactants are: Cl[C:2]1[CH:7]=[C:6]([CH:8]([S:17][C:18]2[CH:23]=[CH:22][C:21]([Cl:24])=[CH:20][CH:19]=2)[C:9]2[CH:14]=[C:13]([F:15])[CH:12]=[CH:11][C:10]=2[F:16])[C:5]([Cl:25])=[CH:4][N:3]=1.[NH2:26][CH2:27][CH2:28][OH:29]. (2) Given the product [CH2:5]([O:4][CH2:3][CH2:2][O:32][C:26]1[CH:25]=[C:24]([N:21]2[CH2:22][CH2:23][N:19]([C:15]3[CH:16]=[CH:17][CH:18]=[C:13]([F:12])[CH:14]=3)[C:20]2=[O:33])[CH:29]=[CH:28][C:27]=1[O:30][CH3:31])[C:6]1[CH:11]=[CH:10][CH:9]=[CH:8][CH:7]=1, predict the reactants needed to synthesize it. The reactants are: Br[CH2:2][CH2:3][O:4][CH2:5][C:6]1[CH:11]=[CH:10][CH:9]=[CH:8][CH:7]=1.[F:12][C:13]1[CH:14]=[C:15]([N:19]2[CH2:23][CH2:22][N:21]([C:24]3[CH:29]=[CH:28][C:27]([O:30][CH3:31])=[C:26]([OH:32])[CH:25]=3)[C:20]2=[O:33])[CH:16]=[CH:17][CH:18]=1.C(=O)([O-])[O-].[K+].[K+].[I-].[Na+].